Dataset: Reaction yield outcomes from USPTO patents with 853,638 reactions. Task: Predict the reaction yield, written as a fraction of the theoretical maximum amount of product (1.0 means a 100% yield; for example, 0.34 means a 34% yield). (1) The reactants are Cl[C:2]1[C:7]([S:8]([N:11]2[CH2:32][CH2:31][C:14]3([C:18](=[O:19])[N:17]([C:20]4[CH:25]=[CH:24][C:23]([O:26][C:27]([F:30])([F:29])[F:28])=[CH:22][CH:21]=4)[CH2:16][CH2:15]3)[CH2:13][CH2:12]2)(=[O:10])=[O:9])=[CH:6][CH:5]=[CH:4][N:3]=1.[CH3:33][NH2:34].C(O)C. The catalyst is C(OCC)(=O)C. The product is [CH3:33][NH:34][C:2]1[C:7]([S:8]([N:11]2[CH2:32][CH2:31][C:14]3([C:18](=[O:19])[N:17]([C:20]4[CH:21]=[CH:22][C:23]([O:26][C:27]([F:29])([F:28])[F:30])=[CH:24][CH:25]=4)[CH2:16][CH2:15]3)[CH2:13][CH2:12]2)(=[O:9])=[O:10])=[CH:6][CH:5]=[CH:4][N:3]=1. The yield is 0.980. (2) The product is [CH3:1][C:2]1[CH:3]=[C:4]([N+:10]([O-:12])=[O:11])[C:5](=[O:9])[NH:6][C:7]=1[CH3:8]. The catalyst is S(=O)(=O)(O)O. The yield is 0.615. The reactants are [CH3:1][C:2]1[CH:3]=[CH:4][C:5](=[O:9])[NH:6][C:7]=1[CH3:8].[N+:10]([O-])([OH:12])=[O:11].